Predict the reactants needed to synthesize the given product. From a dataset of Full USPTO retrosynthesis dataset with 1.9M reactions from patents (1976-2016). (1) Given the product [Cl:1][C:2]1[CH:3]=[C:4]2[C:9](=[CH:10][C:11]=1[O:12][C:13]1[CH:18]=[CH:17][C:16]([C:19](=[O:38])[NH:20][C:21]3[N:22]=[N:23][C:24]([C:27]4[CH:32]=[CH:31][C:30]([C:33]([F:36])([F:34])[F:35])=[CH:29][C:28]=4[F:37])=[CH:25][CH:26]=3)=[CH:15][CH:14]=1)[O:8][CH2:7][CH2:6][CH:5]2[C:39]([O-:41])=[O:40].[Na+:44], predict the reactants needed to synthesize it. The reactants are: [Cl:1][C:2]1[CH:3]=[C:4]2[C:9](=[CH:10][C:11]=1[O:12][C:13]1[CH:18]=[CH:17][C:16]([C:19](=[O:38])[NH:20][C:21]3[N:22]=[N:23][C:24]([C:27]4[CH:32]=[CH:31][C:30]([C:33]([F:36])([F:35])[F:34])=[CH:29][C:28]=4[F:37])=[CH:25][CH:26]=3)=[CH:15][CH:14]=1)[O:8][CH2:7][CH2:6][CH:5]2[C:39]([OH:41])=[O:40].C[O-].[Na+:44].CO. (2) Given the product [C:1]([NH:4][C:5]1[N:10]=[CH:9][N:8]=[C:7]([CH:11]2[CH2:20][C:19]3[CH:18]=[C:17]([C:21]([O:23][CH3:24])=[O:22])[CH:16]=[CH:15][C:14]=3[CH2:13][CH2:12]2)[CH:6]=1)(=[O:3])[CH3:2], predict the reactants needed to synthesize it. The reactants are: [C:1]([NH:4][C:5]1[N:10]=[CH:9][N:8]=[C:7]([C:11]2[CH2:12][CH2:13][C:14]3[CH:15]=[CH:16][C:17]([C:21]([O:23][CH3:24])=[O:22])=[CH:18][C:19]=3[CH:20]=2)[CH:6]=1)(=[O:3])[CH3:2].C(O)C.C1COCC1.